This data is from Reaction yield outcomes from USPTO patents with 853,638 reactions. The task is: Predict the reaction yield, written as a fraction of the theoretical maximum amount of product (1.0 means a 100% yield; for example, 0.34 means a 34% yield). (1) The reactants are [O:1]=[C:2]1[CH2:6][CH2:5][N:4]([C:7]([O:9][CH2:10][C:11]2[CH:16]=[CH:15][CH:14]=[CH:13][CH:12]=2)=[O:8])[CH2:3]1.[CH2:17](O)[CH2:18][OH:19]. The catalyst is C1C=CC=CC=1.CCOC(C)=O.CC1C=CC(S(O)(=O)=O)=CC=1.O. The product is [O:19]1[C:2]2([CH2:6][CH2:5][N:4]([C:7]([O:9][CH2:10][C:11]3[CH:16]=[CH:15][CH:14]=[CH:13][CH:12]=3)=[O:8])[CH2:3]2)[O:1][CH2:17][CH2:18]1. The yield is 1.00. (2) The reactants are OC1C=CC=CN=1.[C:8]([O:12][C:13](=[O:41])[NH:14][C@H:15]([C@@H:34]1[CH2:38][C@@H:37]([CH3:39])[C:36](=[O:40])[O:35]1)[CH2:16][N:17]1[CH2:22][C:21](=[O:23])[N:20]([C:24]2[CH:29]=[C:28]([F:30])[CH:27]=[CH:26][C:25]=2[Cl:31])[CH2:19][C:18]1([CH3:33])[CH3:32])([CH3:11])([CH3:10])[CH3:9].[CH3:42][C:43]([CH3:47])([CH3:46])[CH2:44][NH2:45]. The catalyst is O. The product is [C:8]([O:12][C:13](=[O:41])[NH:14][C@@H:15]([CH2:16][N:17]1[CH2:22][C:21](=[O:23])[N:20]([C:24]2[CH:29]=[C:28]([F:30])[CH:27]=[CH:26][C:25]=2[Cl:31])[CH2:19][C:18]1([CH3:32])[CH3:33])[C@@H:34]([OH:35])[CH2:38][C@H:37]([C:36](=[O:40])[NH:45][CH2:44][C:43]([CH3:47])([CH3:46])[CH3:42])[CH3:39])([CH3:9])([CH3:11])[CH3:10]. The yield is 0.930. (3) The product is [F:44][CH:43]([F:45])[N:41]1[C:40](=[O:46])[CH:39]=[CH:38][C:37]([C:16]2[CH:15]=[CH:14][C:13]([C@@H:11]([N:7]3[CH2:6][CH2:5][C@:4]([CH2:3][C:2]([OH:1])([CH3:34])[CH3:35])([C:28]4[CH:33]=[CH:32][CH:31]=[CH:30][CH:29]=4)[O:9][C:8]3=[O:10])[CH3:12])=[CH:18][CH:17]=2)=[CH:42]1. The reactants are [OH:1][C:2]([CH3:35])([CH3:34])[CH2:3][C@@:4]1([C:28]2[CH:33]=[CH:32][CH:31]=[CH:30][CH:29]=2)[O:9][C:8](=[O:10])[N:7]([C@H:11]([C:13]2[CH:18]=[CH:17][C:16](B3OC(C)(C)C(C)(C)O3)=[CH:15][CH:14]=2)[CH3:12])[CH2:6][CH2:5]1.Br[C:37]1[CH:38]=[CH:39][C:40](=[O:46])[N:41]([CH:43]([F:45])[F:44])[CH:42]=1.C([O-])([O-])=O.[Cs+].[Cs+].O. The yield is 0.570. The catalyst is O1CCOCC1. (4) The reactants are [NH2:1][NH2:2].Cl[C:4]1[N:11]=[CH:10][C:9]([I:12])=[CH:8][C:5]=1[C:6]#[N:7]. The catalyst is CC(O)C. The product is [I:12][C:9]1[CH:8]=[C:5]2[C:6]([NH2:7])=[N:2][NH:1][C:4]2=[N:11][CH:10]=1. The yield is 0.870. (5) The reactants are [CH2:1]([N:8]1[C:17]2[C:12](=[CH:13][C:14]([Cl:18])=[CH:15][CH:16]=2)[C:11](Cl)=[C:10]([C:20]#[N:21])[C:9]1=[O:22])[C:2]1[CH:7]=[CH:6][CH:5]=[CH:4][CH:3]=1.[NH:23]1[CH2:28][CH2:27][NH:26][CH2:25][CH2:24]1. The catalyst is ClCCl. The product is [CH2:1]([N:8]1[C:17]2[C:12](=[CH:13][C:14]([Cl:18])=[CH:15][CH:16]=2)[C:11]([N:23]2[CH2:28][CH2:27][NH:26][CH2:25][CH2:24]2)=[C:10]([C:20]#[N:21])[C:9]1=[O:22])[C:2]1[CH:7]=[CH:6][CH:5]=[CH:4][CH:3]=1. The yield is 0.980. (6) The reactants are [CH3:1][C:2]([NH:4][C:5]1[CH:10]=[CH:9][CH:8]=[C:7](Cl)[CH:6]=1)=[O:3].C[C:13]([CH3:16])([O-])[CH3:14].[Na+]. The catalyst is C1C=CC(/C=C/C(/C=C/C2C=CC=CC=2)=O)=CC=1.C1C=CC(/C=C/C(/C=C/C2C=CC=CC=2)=O)=CC=1.C1C=CC(/C=C/C(/C=C/C2C=CC=CC=2)=O)=CC=1.[Pd].[Pd].C1(P(C2CCCCC2)C2C=CC=CC=2C2C(C(C)C)=CC(C(C)C)=CC=2C(C)C)CCCCC1. The product is [CH2:5]([N:4]([CH2:2][CH2:14][CH2:13][CH3:16])[C:7]1[CH:6]=[C:5]([NH:4][C:2](=[O:3])[CH3:1])[CH:10]=[CH:9][CH:8]=1)[CH2:6][CH2:7][CH3:8]. The yield is 0.810. (7) The reactants are [NH2:1][C:2]1[S:3][C:4]2[CH:10]=[CH:9][CH:8]=[C:7]([O:11][CH3:12])[C:5]=2[N:6]=1.N1C=CC=CC=1.Cl[C:20]([O:22][CH3:23])=[O:21].Cl. The catalyst is ClCCl. The product is [CH3:23][O:22][C:20](=[O:21])[NH:1][C:2]1[S:3][C:4]2[CH:10]=[CH:9][CH:8]=[C:7]([O:11][CH3:12])[C:5]=2[N:6]=1. The yield is 0.990. (8) The catalyst is C(OCC)(=O)C.[Cu]Cl. The reactants are [C:1]1([OH:7])[CH:6]=[CH:5][CH:4]=[CH:3][CH:2]=1.C(=O)([O-])[O-].[Cs+].[Cs+].CC(C)(C(=O)CC(=O)C(C)(C)C)C.CN1CCCC1.Br[C:34]1[CH:35]=[C:36]([O:57][CH3:58])[C:37]([NH:40][C:41](=[O:56])[C:42]2[CH:47]=[CH:46][CH:45]=[C:44]([S:48]([N:51]3[CH2:55][CH2:54][CH2:53][CH2:52]3)(=[O:50])=[O:49])[CH:43]=2)=[N:38][CH:39]=1. The product is [CH3:58][O:57][C:36]1[C:37]([NH:40][C:41](=[O:56])[C:42]2[CH:47]=[CH:46][CH:45]=[C:44]([S:48]([N:51]3[CH2:52][CH2:53][CH2:54][CH2:55]3)(=[O:50])=[O:49])[CH:43]=2)=[N:38][CH:39]=[C:34]([O:7][C:1]2[CH:6]=[CH:5][CH:4]=[CH:3][CH:2]=2)[CH:35]=1. The yield is 0.0800.